The task is: Predict the reactants needed to synthesize the given product.. This data is from Full USPTO retrosynthesis dataset with 1.9M reactions from patents (1976-2016). (1) Given the product [CH3:16][N:12]1[C:11]([C:9]2[S:10][C:3]3[C:4](=[N:5][CH:6]=[CH:7][C:2]=3[NH:17][C:18]3[CH:23]=[CH:22][CH:21]=[CH:20][CH:19]=3)[CH:8]=2)=[CH:15][N:14]=[CH:13]1, predict the reactants needed to synthesize it. The reactants are: Cl[C:2]1[CH:7]=[CH:6][N:5]=[C:4]2[CH:8]=[C:9]([C:11]3[N:12]([CH3:16])[CH:13]=[N:14][CH:15]=3)[S:10][C:3]=12.[NH2:17][C:18]1[CH:23]=[CH:22][CH:21]=[CH:20][CH:19]=1. (2) The reactants are: [O:1]1[CH2:5][CH2:4][O:3][CH:2]1[CH2:6][CH2:7][NH2:8].[F:9][C:10]1[CH:11]=[C:12]([CH:28]=[CH:29][CH:30]=1)[CH2:13][C:14]1[C:15]([CH3:27])=[N:16][C:17]2[N:18]([N:21]=[CH:22][C:23]=2[C:24](O)=[O:25])[C:19]=1[CH3:20]. Given the product [O:1]1[CH2:5][CH2:4][O:3][CH:2]1[CH2:6][CH2:7][NH:8][C:24]([C:23]1[CH:22]=[N:21][N:18]2[C:19]([CH3:20])=[C:14]([CH2:13][C:12]3[CH:28]=[CH:29][CH:30]=[C:10]([F:9])[CH:11]=3)[C:15]([CH3:27])=[N:16][C:17]=12)=[O:25], predict the reactants needed to synthesize it. (3) Given the product [CH3:9][O:8][C:5]1[C:4]([O:10][CH3:11])=[CH:3][C:2](/[CH:28]=[CH:29]/[C:30]2[CH:35]=[CH:34][CH:33]=[CH:32][CH:31]=2)=[CH:7][N:6]=1, predict the reactants needed to synthesize it. The reactants are: Br[C:2]1[CH:3]=[C:4]([O:10][CH3:11])[C:5]([O:8][CH3:9])=[N:6][CH:7]=1.P([O-])([O-])([O-])=O.[K+].[K+].[K+].CC1(C)C(C)(C)OB(/[CH:28]=[CH:29]/[C:30]2[CH:35]=[CH:34][CH:33]=[CH:32][CH:31]=2)O1. (4) Given the product [CH3:1][Si:9]([O:14][CH3:15])([O:12][CH3:13])[O:10][CH3:11].[CH2:1]([Si:9]([O:14][CH3:15])([O:10][CH3:11])[O:12][CH3:13])[CH2:2][CH2:3][CH2:4][CH2:5][CH:6]([CH3:8])[CH3:7].[OH-:20].[K+:40], predict the reactants needed to synthesize it. The reactants are: [CH2:1]([Si:9]([O:14][CH3:15])([O:12][CH3:13])[O:10][CH3:11])[CH2:2][CH2:3][CH2:4][CH2:5][CH:6]([CH3:8])[CH3:7].CC(CC(C)(C)C)C[Si](OC)(OC)[O:20]C.C[Si](OC)(OC)OC.[OH-].[K+:40]. (5) Given the product [CH3:17][O:18][C:19]1[N:24]=[C:23]([O:25][CH3:26])[C:22]([C:2]2[CH:11]=[C:10]3[C:5]([C:6]([Cl:16])=[C:7]([S:12]([NH2:15])(=[O:14])=[O:13])[CH:8]=[N:9]3)=[CH:4][CH:3]=2)=[CH:21][N:20]=1, predict the reactants needed to synthesize it. The reactants are: Br[C:2]1[CH:11]=[C:10]2[C:5]([C:6]([Cl:16])=[C:7]([S:12]([NH2:15])(=[O:14])=[O:13])[CH:8]=[N:9]2)=[CH:4][CH:3]=1.[CH3:17][O:18][C:19]1[N:24]=[C:23]([O:25][CH3:26])[C:22](B(O)O)=[CH:21][N:20]=1.C(=O)([O-])[O-].[K+].[K+].O1CCOCC1. (6) Given the product [CH2:17]([O:5][C:4](=[O:6])[C:3]1[CH:7]=[CH:8][C:9]([OH:11])=[CH:10][C:2]=1[Cl:1])[CH3:18], predict the reactants needed to synthesize it. The reactants are: [Cl:1][C:2]1[CH:10]=[C:9]([OH:11])[CH:8]=[CH:7][C:3]=1[C:4]([OH:6])=[O:5].S(=O)(=O)(O)O.[CH2:17](O)[CH3:18].